This data is from Reaction yield outcomes from USPTO patents with 853,638 reactions. The task is: Predict the reaction yield, written as a fraction of the theoretical maximum amount of product (1.0 means a 100% yield; for example, 0.34 means a 34% yield). (1) The reactants are [S:1](Cl)([C:4]1[CH:10]=[CH:9][C:7]([CH3:8])=[CH:6][CH:5]=1)(=[O:3])=[O:2].C(NC(C)C)(C)C.[C:19]1([CH3:29])[CH:24]=[CH:23][C:22]([CH2:25][CH2:26][CH2:27][OH:28])=[CH:21][CH:20]=1.[Cl-].[NH4+]. The catalyst is CN(C)C1C=CN=CC=1.C(Cl)Cl. The yield is 0.700. The product is [C:19]1([CH3:29])[CH:20]=[CH:21][C:22]([CH2:25][CH2:26][CH2:27][O:28][S:1]([C:4]2[CH:10]=[CH:9][C:7]([CH3:8])=[CH:6][CH:5]=2)(=[O:3])=[O:2])=[CH:23][CH:24]=1. (2) The reactants are [CH3:1][N:2]([CH2:10][C:11]([N:13]1[CH2:18][CH2:17][S:16][C:15]2[CH:19]=[CH:20][C:21]([N+:23]([O-:25])=[O:24])=[CH:22][C:14]1=2)=O)[C:3](=[O:9])[O:4][C:5]([CH3:8])([CH3:7])[CH3:6].B.O1CCCC1. The catalyst is O1CCCC1. The product is [CH3:1][N:2]([CH2:10][CH2:11][N:13]1[CH2:18][CH2:17][S:16][C:15]2[CH:19]=[CH:20][C:21]([N+:23]([O-:25])=[O:24])=[CH:22][C:14]1=2)[C:3](=[O:9])[O:4][C:5]([CH3:8])([CH3:6])[CH3:7]. The yield is 0.990. (3) The reactants are [CH2:1]([C:5]1[N:6]=[C:7]([CH3:27])[NH:8][C:9](=[O:26])[C:10]=1[CH2:11][C:12]1[CH:17]=[CH:16][C:15]([C:18]2[C:19]([C:24]#[N:25])=[CH:20][CH:21]=[CH:22][CH:23]=2)=[CH:14][CH:13]=1)[CH2:2][CH2:3][CH3:4].[H-].[Na+].Br[CH2:31][CH2:32][C:33]1[CH:38]=[CH:37][C:36]([O:39][CH3:40])=[CH:35][CH:34]=1.[Cl-].O[NH3+:43].[C:44](=[O:47])([O-])[OH:45].[Na+]. The catalyst is C(OCC)(=O)C.CS(C)=O.CN(C)C=O. The product is [CH2:1]([C:5]1[N:6]=[C:7]([CH3:27])[N:8]([CH2:31][CH2:32][C:33]2[CH:38]=[CH:37][C:36]([O:39][CH3:40])=[CH:35][CH:34]=2)[C:9](=[O:26])[C:10]=1[CH2:11][C:12]1[CH:17]=[CH:16][C:15]([C:18]2[CH:23]=[CH:22][CH:21]=[CH:20][C:19]=2[C:24]2[NH:43][C:44](=[O:47])[O:45][N:25]=2)=[CH:14][CH:13]=1)[CH2:2][CH2:3][CH3:4]. The yield is 0.170. (4) The product is [C:14]([CH:15]([CH3:19])[C:16]([NH:4][C:3]1[CH:5]=[CH:6][CH:7]=[CH:8][C:2]=1[C:1]([OH:10])=[O:9])=[O:17])([OH:20])=[O:13]. The reactants are [C:1]([OH:10])(=[O:9])[C:2]1[C:3](=[CH:5][CH:6]=[CH:7][CH:8]=1)[NH2:4].CC1(C)[O:17][C:16](=O)[CH:15]([CH3:19])[C:14](=[O:20])[O:13]1. The catalyst is C1(C)C=CC=CC=1. The yield is 0.850.